This data is from Full USPTO retrosynthesis dataset with 1.9M reactions from patents (1976-2016). The task is: Predict the reactants needed to synthesize the given product. (1) Given the product [NH2:1][C:2](=[O:25])/[CH:3]=[CH:4]/[C:5]1[CH:6]=[C:7]2[C:12](=[C:13]([Cl:15])[CH:14]=1)[O:11][CH:10]([C:16]([F:17])([F:18])[F:19])[C:9]([C:20]([OH:22])=[O:21])=[CH:8]2, predict the reactants needed to synthesize it. The reactants are: [NH2:1][C:2](=[O:25])/[CH:3]=[CH:4]/[C:5]1[CH:6]=[C:7]2[C:12](=[C:13]([Cl:15])[CH:14]=1)[O:11][CH:10]([C:16]([F:19])([F:18])[F:17])[C:9]([C:20]([O:22]CC)=[O:21])=[CH:8]2.O.[OH-].[Li+].C(O)C. (2) Given the product [CH:1]1([CH:7]([C:18]2[CH:22]=[C:21]([C:23]3[CH:28]=[CH:27][C:26]([F:29])=[CH:25][CH:24]=3)[O:20][C:19]=2[CH3:30])[O:8][C:9]2[CH:17]=[CH:16][C:12]([C:13]([N:32]([CH3:31])[CH2:33][CH2:34][C:35]([OH:37])=[O:36])=[O:14])=[CH:11][CH:10]=2)[CH2:6][CH2:5][CH2:4][CH2:3][CH2:2]1, predict the reactants needed to synthesize it. The reactants are: [CH:1]1([CH:7]([C:18]2[CH:22]=[C:21]([C:23]3[CH:28]=[CH:27][C:26]([F:29])=[CH:25][CH:24]=3)[O:20][C:19]=2[CH3:30])[O:8][C:9]2[CH:17]=[CH:16][C:12]([C:13](O)=[O:14])=[CH:11][CH:10]=2)[CH2:6][CH2:5][CH2:4][CH2:3][CH2:2]1.[CH3:31][NH:32][CH2:33][CH2:34][C:35]([O:37]CC)=[O:36].